This data is from Peptide-MHC class II binding affinity with 134,281 pairs from IEDB. The task is: Regression. Given a peptide amino acid sequence and an MHC pseudo amino acid sequence, predict their binding affinity value. This is MHC class II binding data. (1) The peptide sequence is VAAFTEALRIIAGVL. The MHC is HLA-DPA10103-DPB10401 with pseudo-sequence HLA-DPA10103-DPB10401. The binding affinity (normalized) is 0.363. (2) The peptide sequence is FPCQEWQEVDSILGF. The MHC is HLA-DQA10501-DQB10302 with pseudo-sequence HLA-DQA10501-DQB10302. The binding affinity (normalized) is 0.162.